From a dataset of Full USPTO retrosynthesis dataset with 1.9M reactions from patents (1976-2016). Predict the reactants needed to synthesize the given product. (1) Given the product [ClH:26].[NH2:8][CH2:9][C:10]1[N:11]([CH2:33][CH:34]([CH3:36])[CH3:35])[C:12](=[O:32])[C:13]2[C:18]([C:19]=1[C:20]1[CH:21]=[CH:22][C:23]([Cl:26])=[CH:24][CH:25]=1)=[CH:17][C:16](/[CH:27]=[CH:28]/[C:29]([NH2:31])=[O:30])=[CH:15][CH:14]=2, predict the reactants needed to synthesize it. The reactants are: C(OC([NH:8][CH2:9][C:10]1[N:11]([CH2:33][CH:34]([CH3:36])[CH3:35])[C:12](=[O:32])[C:13]2[C:18]([C:19]=1[C:20]1[CH:25]=[CH:24][C:23]([Cl:26])=[CH:22][CH:21]=1)=[CH:17][C:16](/[CH:27]=[CH:28]/[C:29]([NH2:31])=[O:30])=[CH:15][CH:14]=2)=O)(C)(C)C. (2) Given the product [NH2:1][C:2]1[C:12]([C:13]#[N:14])=[CH:11][C:5]([C:6]([OH:8])=[O:7])=[C:4]([OH:15])[CH:3]=1, predict the reactants needed to synthesize it. The reactants are: [NH2:1][C:2]1[C:12]([C:13]#[N:14])=[CH:11][C:5]([C:6]([O:8]CC)=[O:7])=[C:4]([OH:15])[CH:3]=1.[OH-].[Na+].Cl.